From a dataset of Full USPTO retrosynthesis dataset with 1.9M reactions from patents (1976-2016). Predict the reactants needed to synthesize the given product. (1) The reactants are: Br[C:2]1[C:7]([O:8][CH3:9])=[CH:6][N:5]([CH:10]([CH3:27])[C:11]([NH:13][C:14]2[CH:26]=[CH:25][C:17]([C:18]([O:20][C:21]([CH3:24])([CH3:23])[CH3:22])=[O:19])=[CH:16][CH:15]=2)=[O:12])[C:4](=[O:28])[CH:3]=1.[Cl:29][C:30]1[CH:31]=[CH:32][C:33]([O:39][C:40]([F:43])([F:42])[F:41])=[C:34](B(O)O)[CH:35]=1.C(=O)([O-])[O-].[K+].[K+]. Given the product [Cl:29][C:30]1[CH:31]=[CH:32][C:33]([O:39][C:40]([F:41])([F:42])[F:43])=[C:34]([C:2]2[C:7]([O:8][CH3:9])=[CH:6][N:5]([CH:10]([CH3:27])[C:11]([NH:13][C:14]3[CH:15]=[CH:16][C:17]([C:18]([O:20][C:21]([CH3:23])([CH3:24])[CH3:22])=[O:19])=[CH:25][CH:26]=3)=[O:12])[C:4](=[O:28])[CH:3]=2)[CH:35]=1, predict the reactants needed to synthesize it. (2) Given the product [NH2:49][C:39]1[CH:40]=[CH:41][C:42]([C:44]2[NH:45][N:46]=[N:47][CH:48]=2)=[CH:43][C:38]=1[NH:37][C:35](=[O:36])[C:34]1[CH:52]=[CH:53][C:31]([O:30][CH3:29])=[CH:32][CH:33]=1, predict the reactants needed to synthesize it. The reactants are: [N+](C1C=CC(C2SC=CC=2)=CC=1NC(=O)C1C=CC(C2NN=NN=2)=CC=1)([O-])=O.[CH3:29][O:30][C:31]1[CH:53]=[CH:52][C:34]([C:35]([NH:37][C:38]2[CH:43]=[C:42]([C:44]3[NH:45][N:46]=[N:47][CH:48]=3)[CH:41]=[CH:40][C:39]=2[N+:49]([O-])=O)=[O:36])=[CH:33][CH:32]=1.CO.